Dataset: Reaction yield outcomes from USPTO patents with 853,638 reactions. Task: Predict the reaction yield, written as a fraction of the theoretical maximum amount of product (1.0 means a 100% yield; for example, 0.34 means a 34% yield). (1) The reactants are [CH3:1][S:2][C:3]1[CH:10]=[CH:9][C:6]([CH:7]=O)=[CH:5][CH:4]=1.C(O)(=O)[CH2:12][C:13]([OH:15])=[O:14].N1CCCCC1. The catalyst is N1C=CC=CC=1. The product is [CH3:1][S:2][C:3]1[CH:10]=[CH:9][C:6](/[CH:7]=[CH:12]/[C:13]([OH:15])=[O:14])=[CH:5][CH:4]=1. The yield is 0.900. (2) The yield is 0.330. The product is [CH2:25]([O:32][C:33]1[CH:34]=[C:35]([N:39]2[CH2:47][CH2:46][CH2:45][CH:41]([NH:3][C:6]([O:52][C:48]([CH3:51])([CH3:50])[CH3:49])=[O:15])[CH2:40]2)[CH:36]=[CH:37][CH:38]=1)[C:26]1[CH:27]=[CH:28][CH:29]=[CH:30][CH:31]=1. The reactants are C([N:3]([CH2:6]C)CC)C.C1(P(N=[N+]=[N-])(C2C=CC=CC=2)=[O:15])C=CC=CC=1.[CH2:25]([O:32][C:33]1[CH:34]=[C:35]([N:39]2[CH2:47][CH2:46][CH2:45][CH:41](C(O)=O)[CH2:40]2)[CH:36]=[CH:37][CH:38]=1)[C:26]1[CH:31]=[CH:30][CH:29]=[CH:28][CH:27]=1.[C:48]([OH:52])([CH3:51])([CH3:50])[CH3:49]. No catalyst specified. (3) The reactants are [CH:1]1([C:4]2[O:5][C:6]3[C:12]([C:13]4[CH:18]=[C:17]([CH3:19])[C:16](=[O:20])[N:15]([CH3:21])[CH:14]=4)=[CH:11][C:10]([NH:22][S:23]([CH2:26][CH3:27])(=[O:25])=[O:24])=[CH:9][C:7]=3[CH:8]=2)[CH2:3][CH2:2]1. The catalyst is CO.[Pd]. The product is [CH3:21][N:15]1[C:16](=[O:20])[C:17]([CH3:19])=[CH:18][C:13]([C:12]2[C:6]3[O:5][CH:4]([CH2:1][CH2:2][CH3:3])[CH2:8][C:7]=3[CH:9]=[C:10]([NH:22][S:23]([CH2:26][CH3:27])(=[O:25])=[O:24])[CH:11]=2)=[CH:14]1. The yield is 0.140.